Dataset: CYP2C19 inhibition data for predicting drug metabolism from PubChem BioAssay. Task: Regression/Classification. Given a drug SMILES string, predict its absorption, distribution, metabolism, or excretion properties. Task type varies by dataset: regression for continuous measurements (e.g., permeability, clearance, half-life) or binary classification for categorical outcomes (e.g., BBB penetration, CYP inhibition). Dataset: cyp2c19_veith. (1) The molecule is OCCNc1ncnc2nc[nH]c12. The result is 0 (non-inhibitor). (2) The compound is Cl.OC(COCC1COc2ccccc2O1)CN1CCN(c2ccccc2F)CC1. The result is 1 (inhibitor). (3) The compound is Cc1c(N)c(=O)n(-c2ccccc2)n1C. The result is 0 (non-inhibitor). (4) The molecule is CCCNC(=O)OC[C@@H]1O[C@H](CCO/N=C(\C)CCC(=O)OC[C@@H]2O[C@H](C#Cc3ccccc3)C=C[C@@H]2Oc2ccc(C)cc2)C=C[C@@H]1Oc1ccc(OC)cc1. The result is 0 (non-inhibitor).